Regression. Given a peptide amino acid sequence and an MHC pseudo amino acid sequence, predict their binding affinity value. This is MHC class II binding data. From a dataset of Peptide-MHC class II binding affinity with 134,281 pairs from IEDB. (1) The peptide sequence is FRDRARVPLTSNNGI. The MHC is DRB1_0301 with pseudo-sequence DRB1_0301. The binding affinity (normalized) is 0.0836. (2) The peptide sequence is YDKFLANPSTVLTGK. The MHC is DRB3_0202 with pseudo-sequence DRB3_0202. The binding affinity (normalized) is 0.931. (3) The peptide sequence is HGRQIRMAKLLGRDPE. The MHC is DRB1_1301 with pseudo-sequence DRB1_1301. The binding affinity (normalized) is 0.603.